The task is: Regression/Classification. Given an antibody's heavy chain and light chain sequences, predict its developability. TAP uses regression for 5 developability metrics; SAbDab uses binary classification.. This data is from Antibody developability classification from SAbDab with 2,409 antibodies. The antibody is ['QVQLQQSGAELVKPGASVKLSCKASGYTFTSYWMHWVKQRPGRGLEWIGRIDPNSGGTKYNEKFKSKATLTVDKPSSTAYMQLSSLTSEDSAVYYCARYDYYGSSYFDYWGQGTTVTVSS', 'DIELTQTPLSLPVSLGDQASISCRSSQSIVHSNGNTYLEWYLQKPGQSPKLLIYKVSNRFSGVPDRFSGSGSGTDFTLKISRVEAEDLGVYYCFQGSHVPYTFGGGTKLEIK']. Result: 0 (not developable).